This data is from Full USPTO retrosynthesis dataset with 1.9M reactions from patents (1976-2016). The task is: Predict the reactants needed to synthesize the given product. (1) Given the product [Br:11][C:7]1[CH:8]=[C:3]([CH2:1][CH3:2])[C:4](=[O:10])[NH:5][C:6]=1[CH3:9], predict the reactants needed to synthesize it. The reactants are: [CH2:1]([C:3]1[C:4](=[O:10])[NH:5][C:6]([CH3:9])=[CH:7][CH:8]=1)[CH3:2].[Br:11]N1C(=O)CCC1=O. (2) Given the product [CH3:28][C:29]1[CH:34]=[CH:33][C:32]([NH:35][C:36]([NH:23][C:22]2[CH:21]=[CH:20][C:19]([O:18][C:17]3[CH:26]=[CH:27][C:14]([C:12]4[N:13]=[C:9]([CH2:8][O:1][C:2]5[CH:7]=[CH:6][CH:5]=[CH:4][CH:3]=5)[NH:10][CH:11]=4)=[CH:15][CH:16]=3)=[CH:25][CH:24]=2)=[O:37])=[CH:31][CH:30]=1, predict the reactants needed to synthesize it. The reactants are: [O:1]([CH2:8][C:9]1[NH:10][CH:11]=[C:12]([C:14]2[CH:27]=[CH:26][C:17]([O:18][C:19]3[CH:25]=[CH:24][C:22]([NH2:23])=[CH:21][CH:20]=3)=[CH:16][CH:15]=2)[N:13]=1)[C:2]1[CH:7]=[CH:6][CH:5]=[CH:4][CH:3]=1.[CH3:28][C:29]1[CH:34]=[CH:33][C:32]([N:35]=[C:36]=[O:37])=[CH:31][CH:30]=1. (3) The reactants are: [Cl:1][C:2]1[CH:7]=[CH:6][C:5]([CH2:8][C:9]([OH:11])=O)=[C:4]([C:12]([F:15])([F:14])[F:13])[CH:3]=1.[Cl:16][C:17]1[CH:18]=[CH:19][CH:20]=[C:21]2[C:30]=1[C:24]1([CH2:29][CH2:28][NH:27][CH2:26][CH2:25]1)[CH2:23][CH:22]2[CH2:31][C:32]([O:34]CC)=[O:33]. Given the product [Cl:16][C:17]1[CH:18]=[CH:19][CH:20]=[C:21]2[C:30]=1[C:24]1([CH2:25][CH2:26][N:27]([C:9](=[O:11])[CH2:8][C:5]3[CH:6]=[CH:7][C:2]([Cl:1])=[CH:3][C:4]=3[C:12]([F:15])([F:14])[F:13])[CH2:28][CH2:29]1)[CH2:23][CH:22]2[CH2:31][C:32]([OH:34])=[O:33], predict the reactants needed to synthesize it. (4) Given the product [CH2:22]([O:1][C:2]1[CH:3]=[CH:4][C:5]([C:6]([O:8][CH2:9][CH3:10])=[O:7])=[CH:11][CH:12]=1)[CH:21]=[CH2:20], predict the reactants needed to synthesize it. The reactants are: [OH:1][C:2]1[CH:12]=[CH:11][C:5]([C:6]([O:8][CH2:9][CH3:10])=[O:7])=[CH:4][CH:3]=1.C([O-])([O-])=O.[K+].[K+].Br[CH2:20][CH:21]=[CH2:22]. (5) Given the product [OH:15][CH2:14][CH2:13][O:16][C:2]1[N:3]=[C:4]([OH:12])[C:5]2[CH:11]=[CH:10][N:9]=[CH:8][C:6]=2[N:7]=1, predict the reactants needed to synthesize it. The reactants are: Cl[C:2]1[N:3]=[C:4]([OH:12])[C:5]2[CH:11]=[CH:10][N:9]=[CH:8][C:6]=2[N:7]=1.[CH2:13]([OH:16])[CH2:14][OH:15].